This data is from Experimentally validated miRNA-target interactions with 360,000+ pairs, plus equal number of negative samples. The task is: Binary Classification. Given a miRNA mature sequence and a target amino acid sequence, predict their likelihood of interaction. (1) The miRNA is hsa-miR-302b-3p with sequence UAAGUGCUUCCAUGUUUUAGUAG. The protein sequence of the target gene is MAEGDEAARGQQPHQGLWRRRRTSDPSAAVNHVSSTTSLGENYEDDDLVNSDEVMKKPCPVQIVLAHEDDHNFELDEEALEQILLQEHIRDLNIVVVSVAGAFRKGKSFLLDFMLRYMYNKDSQSWIGGNNEPLTGFTWRGGCERETTGIQVWNEVFVIDRPNGTKVAVLLMDTQGAFDSQSTIKDCATVFALSTMTSSVQVYNLSQNIQEDDLQHLQLFTEYGRLAMEEIYQKPFQTLMFLIRDWSYPYEHSYGLEGGKQFLEKRLQVKQNQHEELQNVRKHIHNCFSNLGCFLLPHPG.... Result: 0 (no interaction). (2) The miRNA is hsa-miR-493-5p with sequence UUGUACAUGGUAGGCUUUCAUU. The protein sequence of the target gene is MEALTLWLLPWICQCVTVRADSIIHIGAIFEENAAKDDRVFQLAVSDLSLNDDILQSEKITYSIKVIEANNPFQAVQEACDLMTQGILALVTSTGCASANALQSLTDAMHIPHLFVQRNPGGSPRTACHLNPSPDGEAYTLASRPPVRLNDVMLRLVTELRWQKFVMFYDSEYDIRGLQSFLDQASRLGLDVSLQKVDKNISHVFTSLFTTMKTEELNRYRDTLRRAILLLSPQGAHSFINEAVETNLASKDSHWVFVNEEISDPEILDLVHSALGRMTVVRQIFPSAKDNQKCMRNNHR.... Result: 0 (no interaction). (3) The miRNA is hsa-miR-302f with sequence UAAUUGCUUCCAUGUUU. The protein sequence of the target gene is MLYLEDYLEMIEQLPMDLRDRFTEMREMDLQVQNAMDQLEQRVSEFFMNAKKNKPEWREEQMASIKKDYYKALEDADEKVQLANQIYDLVDRHLRKLDQELAKFKMELEADNAGITEILERRSLELDTPSQPVNNHHAHSHTPVEKRKYNPTSHHTTTDHIPEKKFKSEALLSTLTSDASKENTLGCRNNNSTASSNNAYNVNSSQPLGSYNIGSLSSGTGAGAITMAAAQAVQATAQMKEGRRTSSLKASYEAFKNNDFQLGKEFSMARETVGYSSSSALMTTLTQNASSSAADSRSGR.... Result: 0 (no interaction). (4) The miRNA is hsa-miR-1249-5p with sequence AGGAGGGAGGAGAUGGGCCAAGUU. The protein sequence of the target gene is MRSVSYVQRVALEFSGSLFPHAICLGDVDNDTLNELVVGDTSGKVSVYKNDDSRPWLTCSCQGMLTCVGVGDVCNKGKNLLVAVSAEGWFHLFDLTPAKVLDASGHHETLIGEEQRPVFKQHIPANTKVMLISDIDGDGCRELVVGYTDRVVRAFRWEELGEGPEHLTGQLVSLKKWMLEGQVDSLSVTLGPLGLPELMVSQPGCAYAILLCTWKKDTGSPPASEGPTDGSRETPAARDVVLHQTSGRIHNKNVSTHLIGNIKQGHGTESSGSGLFALCTLDGTLKLMEEMEEADKLLWS.... Result: 0 (no interaction). (5) The miRNA is ath-miR160c-5p with sequence UGCCUGGCUCCCUGUAUGCCA. The protein sequence of the target gene is MASAARLTMMWEEVTCPICLDPFVEPVSIECGHSFCQECISQVGKGGGSVCPVCRQRFLLKNLRPNRQLANMVNNLKEISQEAREGTQGERCAVHGERLHLFCEKDGKALCWVCAQSRKHRDHAMVPLEEAAQEYQEKLQVALGELRRKQELAEKLEVEIAIKRADWKKTVETQKSRIHAEFVQQKNFLVEEEQRQLQELEKDEREQLRILGEKEAKLAQQSQALQELISELDRRCHSSALELLQEVIIVLERSESWNLKDLDITSPELRSVCHVPGLKKMLRTCAVHITLDPDTANPWL.... Result: 0 (no interaction).